The task is: Regression. Given a peptide amino acid sequence and an MHC pseudo amino acid sequence, predict their binding affinity value. This is MHC class II binding data.. This data is from Peptide-MHC class II binding affinity with 134,281 pairs from IEDB. (1) The binding affinity (normalized) is 0.607. The MHC is DRB1_1302 with pseudo-sequence DRB1_1302. The peptide sequence is KFIPALEAAVKQAYAATVAT. (2) The peptide sequence is KFQADSPKRLATAIA. The MHC is DRB1_0901 with pseudo-sequence DRB1_0901. The binding affinity (normalized) is 0.322.